From a dataset of Full USPTO retrosynthesis dataset with 1.9M reactions from patents (1976-2016). Predict the reactants needed to synthesize the given product. (1) Given the product [OH:3][CH2:4][C:5]([O:7][C:8]([CH:11]1[CH2:16][CH:15]([O:17][C:18](=[O:23])[CH2:19][OH:20])[C:14]([CH3:24])=[CH:13][CH2:12]1)([CH3:10])[CH3:9])=[O:6], predict the reactants needed to synthesize it. The reactants are: C([O:3][CH2:4][C:5]([O:7][C:8]([CH:11]1[CH2:16][CH:15]([O:17][C:18](=[O:23])[CH2:19][O:20]C=O)[C:14]([CH3:24])=[CH:13][CH2:12]1)([CH3:10])[CH3:9])=[O:6])=O. (2) Given the product [NH2:15][C:13]1[S:14][CH:3]=[C:4]([C:6]2[CH:11]=[CH:10][N:9]=[CH:8][CH:7]=2)[N:12]=1, predict the reactants needed to synthesize it. The reactants are: Br.Br[CH2:3][C:4]([C:6]1[CH:11]=[CH:10][N:9]=[CH:8][CH:7]=1)=O.[NH2:12][C:13]([NH2:15])=[S:14].[OH-].[NH4+]. (3) Given the product [CH3:27][O:28][C:29]1[CH:30]=[C:31]([C:32]([C:34]2[CH:39]=[CH:38][N:37]=[CH:36][CH:35]=2)=[CH:53][C:54]#[N:55])[CH:40]=[CH:41][C:42]=1[O:43][CH3:44].[CH3:27][O:28][C:29]1[CH:30]=[C:31]([C:32]([C:34]2[CH:39]=[CH:38][N:37]=[CH:36][CH:35]=2)=[CH:53][C:54]#[N:55])[CH:40]=[CH:41][C:42]=1[O:43][CH3:44], predict the reactants needed to synthesize it. The reactants are: COC1C=C(C(C2C=CC(OC)=C(OC)C=2)=CC(OC)=O)C=CC=1OC.[CH3:27][O:28][C:29]1[CH:30]=[C:31]([CH:40]=[CH:41][C:42]=1[O:43][CH3:44])[C:32]([C:34]1[CH:39]=[CH:38][N:37]=[CH:36][CH:35]=1)=O.C(OP([CH2:53][C:54]#[N:55])(=O)OCC)C.C[Si](C)(C)[N-][Si](C)(C)C.[Li+]. (4) The reactants are: [Cl:1][C:2]1[CH:3]=[C:4]([C:7]2[CH:11]=[CH:10][NH:9][N:8]=2)[S:5][CH:6]=1.[I:12]N1C(=O)CCC1=O.S([O-])([O-])(=O)=S.[Na+].[Na+].C(=O)([O-])[O-].[Na+].[Na+]. Given the product [Cl:1][C:2]1[CH:3]=[C:4]([C:7]2[C:11]([I:12])=[CH:10][NH:9][N:8]=2)[S:5][CH:6]=1, predict the reactants needed to synthesize it.